Dataset: Human liver microsome stability data. Task: Regression/Classification. Given a drug SMILES string, predict its absorption, distribution, metabolism, or excretion properties. Task type varies by dataset: regression for continuous measurements (e.g., permeability, clearance, half-life) or binary classification for categorical outcomes (e.g., BBB penetration, CYP inhibition). Dataset: hlm. (1) The result is 0 (unstable in human liver microsomes). The drug is O=C(CN1C(C(=O)c2ccccc2)=C(O)c2ccccc2S1(=O)=O)c1ccccc1. (2) The drug is COc1nncc(-c2cnnc(OC)n2)n1. The result is 0 (unstable in human liver microsomes). (3) The molecule is COc1cc(F)c2c(O)c3ccc(-c4ccc(OC(F)(F)F)cc4)cc3nc2c1. The result is 0 (unstable in human liver microsomes). (4) The compound is COc1cnc(-c2cccc(N)n2)c2[nH]cc(C(=O)C(=O)N3CCN(C(=O)c4ccccc4)CC3)c12. The result is 1 (stable in human liver microsomes).